Task: Predict the reaction yield, written as a fraction of the theoretical maximum amount of product (1.0 means a 100% yield; for example, 0.34 means a 34% yield).. Dataset: Reaction yield outcomes from USPTO patents with 853,638 reactions (1) The reactants are C(O[CH2:5][O:6][CH:7]([CH2:17][O:18][CH2:19][C:20]1[CH:25]=[CH:24][CH:23]=[CH:22][CH:21]=1)[CH2:8][O:9][CH2:10][C:11]1[CH:16]=[CH:15][CH:14]=[CH:13][CH:12]=1)(=O)C.[I:26][C:27]1[C:28](=[O:34])[NH:29][C:30](=[O:33])[NH:31][CH:32]=1.Cl[Sn](Cl)(Cl)Cl.C([O-])(O)=O.[Na+]. The catalyst is C(Cl)Cl.C(Cl)(Cl)Cl. The product is [CH2:19]([O:18][CH2:17][CH:7]([O:6][CH2:5][N:31]1[CH:32]=[C:27]([I:26])[C:28](=[O:34])[NH:29][C:30]1=[O:33])[CH2:8][O:9][CH2:10][C:11]1[CH:12]=[CH:13][CH:14]=[CH:15][CH:16]=1)[C:20]1[CH:21]=[CH:22][CH:23]=[CH:24][CH:25]=1. The yield is 0.950. (2) The product is [O:9]=[C:5]1[N:4]([C@@H:10]([C:12]2[CH:17]=[CH:16][CH:15]=[CH:14][CH:13]=2)[CH3:11])[CH2:3][CH:2]([NH:1][C:30](=[O:31])[O:29][C:26]([CH3:28])([CH3:27])[CH3:25])[C:6]21[CH2:8][CH2:7]2. The reactants are [NH2:1][CH:2]1[C:6]2([CH2:8][CH2:7]2)[C:5](=[O:9])[N:4]([C@@H:10]([C:12]2[CH:17]=[CH:16][CH:15]=[CH:14][CH:13]=2)[CH3:11])[CH2:3]1.CCN(CC)CC.[CH3:25][C:26]([O:29][C:30](O[C:30]([O:29][C:26]([CH3:28])([CH3:27])[CH3:25])=[O:31])=[O:31])([CH3:28])[CH3:27]. The catalyst is CO. The yield is 0.850. (3) The reactants are [NH2:1][C@@H:2]([CH2:20][C:21]1[CH:26]=[C:25]([F:27])[CH:24]=[C:23]([F:28])[CH:22]=1)[C@H:3]([OH:19])[CH2:4][NH:5][CH:6]1[C:15]2[C:10](=[CH:11][CH:12]=[C:13]([CH2:16][CH3:17])[CH:14]=2)[N:9]([CH3:18])[CH2:8][CH2:7]1.[C:29](N1C=CN=C1)(=[O:31])[CH3:30]. The catalyst is ClCCl. The product is [F:27][C:25]1[CH:26]=[C:21]([CH:22]=[C:23]([F:28])[CH:24]=1)[CH2:20][C@H:2]([NH:1][C:29](=[O:31])[CH3:30])[C@H:3]([OH:19])[CH2:4][NH:5][CH:6]1[C:15]2[C:10](=[CH:11][CH:12]=[C:13]([CH2:16][CH3:17])[CH:14]=2)[N:9]([CH3:18])[CH2:8][CH2:7]1. The yield is 0.480. (4) The reactants are [CH:1]1([CH:7]([NH:21][C:22]2[CH:30]=[CH:29][C:25]([C:26](O)=[O:27])=[CH:24][CH:23]=2)[C:8]2[CH:12]=[C:11]([C:13]3[CH2:14][CH2:15][S:16][CH2:17][CH:18]=3)[S:10][C:9]=2[CH2:19][CH3:20])[CH2:6][CH2:5][CH2:4][CH2:3][CH2:2]1.Cl.[NH2:32][CH2:33][CH2:34][C:35]([O:37]CC)=[O:36].O.ON1C2C=CC=CC=2N=N1.Cl.C(N=C=NCCCN(C)C)C.[Cl-].[NH4+].[OH-].[Na+]. The catalyst is CN(C)C=O.C(O)C.O1CCCC1.C(N(CC)CC)C. The product is [CH:1]1([CH:7]([NH:21][C:22]2[CH:23]=[CH:24][C:25]([C:26]([NH:32][CH2:33][CH2:34][C:35]([OH:37])=[O:36])=[O:27])=[CH:29][CH:30]=2)[C:8]2[CH:12]=[C:11]([C:13]3[CH2:14][CH2:15][S:16][CH2:17][CH:18]=3)[S:10][C:9]=2[CH2:19][CH3:20])[CH2:6][CH2:5][CH2:4][CH2:3][CH2:2]1. The yield is 0.470.